This data is from Full USPTO retrosynthesis dataset with 1.9M reactions from patents (1976-2016). The task is: Predict the reactants needed to synthesize the given product. (1) Given the product [CH3:21][C:19]1[CH:18]=[CH:17][N:16]=[C:15]([C:6]2[CH:7]=[CH:8][C:3]([C:2]([F:13])([F:12])[F:1])=[CH:4][CH:5]=2)[N:20]=1, predict the reactants needed to synthesize it. The reactants are: [F:1][C:2]([F:13])([F:12])[C:3]1[CH:8]=[CH:7][C:6](B(O)O)=[CH:5][CH:4]=1.Cl[C:15]1[N:20]=[C:19]([CH3:21])[CH:18]=[CH:17][N:16]=1.C([O-])([O-])=O.[K+].[K+].COCCOC. (2) The reactants are: [CH2:1]([C:3]1[N:4]=[C:5]([NH2:8])[S:6][CH:7]=1)[CH3:2].[Br:9]Br. Given the product [Br:9][C:7]1[S:6][C:5]([NH2:8])=[N:4][C:3]=1[CH2:1][CH3:2], predict the reactants needed to synthesize it. (3) The reactants are: [CH2:1]([N:5]1[C:13]2[C:12](=[O:14])[N:11]([CH2:15][C:16]3[CH:21]=[CH:20][CH:19]=[CH:18][C:17]=3[C:22]#[N:23])[C:10]([Cl:24])=[N:9][C:8]=2[N:7]=[C:6]1[N:25]1[CH2:30][CH2:29][CH2:28][CH:27]([NH:31]C(=O)OC(C)(C)C)[CH2:26]1)[C:2]#[C:3][CH3:4].[C:39](=O)([O-])[O-:40].[K+].[K+].Cl.NC1CCCN(C2N(CC#CC)C3C(=O)N(CC4C=CC=CC=4C#N)C(C#N)=NC=3N=2)C1. Given the product [ClH:24].[NH2:31][CH:27]1[CH2:28][CH2:29][CH2:30][N:25]([C:6]2[N:5]([CH2:1][C:2]#[C:3][CH3:4])[C:13]3[C:12](=[O:14])[N:11]([CH2:15][C:16]4[CH:21]=[CH:20][CH:19]=[CH:18][C:17]=4[C:22]#[N:23])[C:10]([O:40][CH3:39])=[N:9][C:8]=3[N:7]=2)[CH2:26]1, predict the reactants needed to synthesize it. (4) The reactants are: [C:1]1([CH2:7][CH2:8][CH2:9][CH2:10][CH2:11][OH:12])[CH:6]=[CH:5][CH:4]=[CH:3][CH:2]=1.O[C:14]1[CH:19]=[CH:18][C:17]([CH2:20][CH2:21][C:22]([O:24][CH3:25])=[O:23])=[CH:16][CH:15]=1.C1(P(C2C=CC=CC=2)C2C=CC=CC=2)C=CC=CC=1.N(C(N1CCCCC1)=O)=NC(N1CCCCC1)=O. Given the product [C:1]1([CH2:7][CH2:8][CH2:9][CH2:10][CH2:11][O:12][C:14]2[CH:19]=[CH:18][C:17]([CH2:20][CH2:21][C:22]([O:24][CH3:25])=[O:23])=[CH:16][CH:15]=2)[CH:6]=[CH:5][CH:4]=[CH:3][CH:2]=1, predict the reactants needed to synthesize it. (5) Given the product [N:11]1[C:12]2[C:17](=[CH:16][CH:15]=[CH:14][CH:13]=2)[C:8]([O:7][C:6]2[CH:5]=[C:4]([NH2:1])[C:20]([NH2:21])=[CH:19][CH:18]=2)=[CH:9][CH:10]=1, predict the reactants needed to synthesize it. The reactants are: [N+:1]([C:4]1[CH:5]=[C:6]([CH:18]=[CH:19][C:20]=1[N+:21]([O-])=O)[O:7][C:8]1[C:17]2[C:12](=[CH:13][CH:14]=[CH:15][CH:16]=2)[N:11]=[CH:10][CH:9]=1)([O-])=O.CC(O)=O. (6) Given the product [Cl:1][C@@:2]1([F:31])[C@H:6]([OH:7])[C@@H:5]([CH2:18][OH:19])[O:4][C:3]1=[O:30], predict the reactants needed to synthesize it. The reactants are: [Cl:1][C@@:2]1([F:31])[C@H:6]([O:7][Si](C(C)C)(C(C)C)C(C)C)[C@@H:5]([CH2:18][O:19][Si](C(C)C)(C(C)C)C(C)C)[O:4][C:3]1=[O:30].Cl. (7) Given the product [C:38]([O:41][C@@H:42]1[C@@H:47]([O:48][C:49](=[O:51])[CH3:50])[C@H:46]([O:52][C:53](=[O:55])[CH3:54])[C@@H:45]([CH2:56][O:57][C:58](=[O:60])[CH3:59])[O:44][C@H:43]1[C:61]1[CH:66]=[CH:65][C:64]([C:13]2[CH:12]=[CH:11][C:10]([C@@H:16]3[C@@H:17]([CH2:27][CH2:28][C@@H:29]([C:31]4[CH:32]=[CH:33][C:34]([F:37])=[CH:35][CH:36]=4)[OH:30])[C:18](=[O:26])[N:19]3[C:20]3[CH:25]=[CH:24][CH:23]=[CH:22][CH:21]=3)=[C:9]([O:8][CH2:1][C:2]3[CH:7]=[CH:6][CH:5]=[CH:4][CH:3]=3)[CH:14]=2)=[CH:63][CH:62]=1)(=[O:40])[CH3:39], predict the reactants needed to synthesize it. The reactants are: [CH2:1]([O:8][C:9]1[CH:14]=[C:13](Br)[CH:12]=[CH:11][C:10]=1[C@H:16]1[N:19]([C:20]2[CH:25]=[CH:24][CH:23]=[CH:22][CH:21]=2)[C:18](=[O:26])[C@@H:17]1[CH2:27][CH2:28][C@@H:29]([C:31]1[CH:36]=[CH:35][C:34]([F:37])=[CH:33][CH:32]=1)[OH:30])[C:2]1[CH:7]=[CH:6][CH:5]=[CH:4][CH:3]=1.[C:38]([O:41][C@@H:42]1[C@@H:47]([O:48][C:49](=[O:51])[CH3:50])[C@H:46]([O:52][C:53](=[O:55])[CH3:54])[C@@H:45]([CH2:56][O:57][C:58](=[O:60])[CH3:59])[O:44][C@H:43]1[C:61]1[CH:66]=[CH:65][C:64](B2OC(C)(C)C(C)(C)O2)=[CH:63][CH:62]=1)(=[O:40])[CH3:39].C(=O)([O-])[O-].[K+].[K+].C1(P(C2C=CC=CC=2)C2C=CC=CC=2)C=CC=CC=1.C(=O)(O)[O-]. (8) Given the product [Cl:1][C:2]1[CH:10]=[CH:9][C:8]([C:11]2[N:12]([C:22]([O:24][C:25]([CH3:27])([CH3:26])[CH3:28])=[O:23])[C:13]3[C:18]([CH:19]=2)=[CH:17][C:16]([CH2:20][NH:30][CH2:31][CH2:32][O:33][CH2:34][CH2:35][OH:36])=[CH:15][CH:14]=3)=[C:7]2[C:3]=1[CH2:4][NH:5][C:6]2=[O:29], predict the reactants needed to synthesize it. The reactants are: [Cl:1][C:2]1[CH:10]=[CH:9][C:8]([C:11]2[N:12]([C:22]([O:24][C:25]([CH3:28])([CH3:27])[CH3:26])=[O:23])[C:13]3[C:18]([CH:19]=2)=[CH:17][C:16]([CH:20]=O)=[CH:15][CH:14]=3)=[C:7]2[C:3]=1[CH2:4][NH:5][C:6]2=[O:29].[NH2:30][CH2:31][CH2:32][O:33][CH2:34][CH2:35][OH:36].C(O[BH-](OC(=O)C)OC(=O)C)(=O)C.[Na+].